Dataset: Experimentally validated miRNA-target interactions with 360,000+ pairs, plus equal number of negative samples. Task: Binary Classification. Given a miRNA mature sequence and a target amino acid sequence, predict their likelihood of interaction. (1) The miRNA is cel-miR-267 with sequence CCCGUGAAGUGUCUGCUGCA. The protein sequence of the target gene is MAWALKLPLADEVIESGLVQDFDASLSGIGQELGAGAYSMSDVLALPIFKQEESSLPPDNENKILPFQYVLCAATSPAVKLHDETLTYLNQGQSYEIRMLDNRKLGELPEINGKLVKSIFRVVFHDRRLQYTEHQQLEGWRWNRPGDRILDIDIPMSVGIIDPRANPTQLNTVEFLWDPAKRTSVFIQVHCISTEFTMRKHGGEKGVPFRVQIDTFKENENGEYTEHLHSASCQIKVFKPKGADRKQKTDREKMEKRTPHEKEKYQPSYETTILTECSPWPEITYVNNSPSPGFNSSHSS.... Result: 0 (no interaction). (2) The miRNA is hsa-miR-1277-5p with sequence AAAUAUAUAUAUAUAUGUACGUAU. The protein sequence of the target gene is MDQGYGGYGAWSAGPANTQGAYGTGVASWQGYENYNYYGAQNTSVTTGATYSYGPASWEAAKANDGGLAAGAPAMHMASYGPEPCTDNSDSLIAKINQRLDMMSKEGGRGGSGGGGEGIQDRESSFRFQPFESYDSRPCLPEHNPYRPSYSYDYEFDLGSDRNGSFGGQYSECRDPARERGSLDGFMRGRGQGRFQDRSNPGTFMRSDPFVPPAASSEPLSTPWNELNYVGGRGLGGPSPSRPPPSLFSQSMAPDYGVMGMQGAGGYDSTMPYGCGRSQPRMRDRDRPKRRGFDRFGPDG.... Result: 1 (interaction). (3) The miRNA is hsa-miR-4648 with sequence UGUGGGACUGCAAAUGGGAG. The protein sequence of the target gene is MTSGPFFFCIFIIGKYFTLGSAQDVSCPLGSFPCGNMSRCLPQLLHCNGVDDCGNRADEDHCGDNNGWSLQLDKYFANYYKLASTNSFEAETSECLVGSVPMHCLCRDLELDCDEANLRAVPSVSSNVTVMSLQRNFIRTLPPNGFRKYHELQKLCLQNNRIHSVSVSAFRGLRSLTKLYLSHNRITFLKPGVFEDLHRLEWLIIEDNHLSRISPLTFYGLNSLILLVLMNNALTRLPDKPLCQHMPRLHWLDFEGNRIHNLRNLTFISCNNLTVLVMRKNKINYLNEHAFTHLQKLDEL.... Result: 0 (no interaction). (4) The miRNA is hsa-miR-4434 with sequence AGGAGAAGUAAAGUAGAA. The protein sequence of the target gene is MAEETQHNKLAAAKKKLKEYWQKNSPRVPAGANRNRKTNGSVPEKATSGGCQPPGDSATGFHREGPTSSATLKDLESPCQERAVVLDSRSVEISQLKNTIKSLKQQKKQVEHQLEEEKKANNKKQKAKRVLEVQIQTLNIQKGKLNTDLYHMKRSLRYFEEKSKDLAVCLQHSLQRKGELESVLSNVMATQKKKANQLSSRSKARTEWKLEQSMREEALLKVQLTQLKESFQQVQLERDECAEHLKGERARWQQRMRKMSQEICTLKKEKQQDMRRVEKLERSLSKLKNQMAEPLPPEPP.... Result: 1 (interaction). (5) The miRNA is hsa-miR-3646 with sequence AAAAUGAAAUGAGCCCAGCCCA. The protein sequence of the target gene is MSGTSSPEAVKKLLENMQSDLRALSLECKKKFPPVKEAAESGIIKVKTIAARNTEILAALKENSSEVVQPFLMGCGTKEPKITQLCLAAIQRLMSHEVVSETAAGNIINMLWQLMENSLEELKLLQTVLVLLTTNTVVHDEALSKAIVLCFRLHFTKDNITNNTAAATVRQVVTVVFERMVAEDERHRDIIEQPVLVQGNSNRRSVSTLKPCAKDAYMLFQDLCQLVNADAPYWLVGMTEMTRTFGLELLESVLNDFPQVFLQHQEFSFLLKERVCPLVIKLFSPNIKFRQGSSTSSSPA.... Result: 1 (interaction).